The task is: Predict the product of the given reaction.. This data is from Forward reaction prediction with 1.9M reactions from USPTO patents (1976-2016). (1) Given the reactants [C:1]1([C@:7]([N:20]2[CH2:25][CH2:24][CH2:23][CH2:22][CH2:21]2)([CH3:19])[C:8]([O:10][C@@H:11]2[CH:16]3[CH2:17][CH2:18][N:13]([CH2:14][CH2:15]3)[CH2:12]2)=[O:9])[CH:6]=[CH:5][CH:4]=[CH:3][CH:2]=1.[O:26]([CH2:33][CH2:34][CH2:35][Br:36])[C:27]1[CH:32]=[CH:31][CH:30]=[CH:29][CH:28]=1.C(OCC)C, predict the reaction product. The product is: [Br-:36].[O:26]([CH2:33][CH2:34][CH2:35][N+:13]12[CH2:18][CH2:17][CH:16]([CH2:15][CH2:14]1)[C@@H:11]([O:10][C:8](=[O:9])[C@@:7]([C:1]1[CH:6]=[CH:5][CH:4]=[CH:3][CH:2]=1)([N:20]1[CH2:25][CH2:24][CH2:23][CH2:22][CH2:21]1)[CH3:19])[CH2:12]2)[C:27]1[CH:32]=[CH:31][CH:30]=[CH:29][CH:28]=1. (2) Given the reactants [CH2:1]([Li])[CH2:2][CH2:3][CH3:4].C(NC(C)C)(C)C.[Cl:13][C:14]([Cl:25])([Cl:24])[C@H:15]1[O:22][C:21](=[O:23])[C@H]2[N:16]1[CH2:17]CC2.IC, predict the reaction product. The product is: [CH3:4][C@@:3]12[CH2:2][CH2:1][CH2:17][N:16]1[C@@H:15]([C:14]([Cl:25])([Cl:24])[Cl:13])[O:22][C:21]2=[O:23].